Predict the reactants needed to synthesize the given product. From a dataset of Full USPTO retrosynthesis dataset with 1.9M reactions from patents (1976-2016). (1) Given the product [CH3:19][S:18][C:5]1[CH:6]=[C:7]([CH2:9][CH2:10][C:11]([O:13][C:14]([CH3:16])([CH3:15])[CH3:17])=[O:12])[CH:8]=[C:3]([C:1]2[S:23][C:22]3[CH:24]=[CH:25][CH:26]=[CH:27][C:21]=3[C:20](=[O:28])[N:2]=2)[N:4]=1, predict the reactants needed to synthesize it. The reactants are: [C:1]([C:3]1[CH:8]=[C:7]([CH2:9][CH2:10][C:11]([O:13][C:14]([CH3:17])([CH3:16])[CH3:15])=[O:12])[CH:6]=[C:5]([S:18][CH3:19])[N:4]=1)#[N:2].[C:20](OC)(=[O:28])[C:21]1[C:22](=[CH:24][CH:25]=[CH:26][CH:27]=1)[SH:23].C(N(CC)CC)C. (2) Given the product [F:34][C:26]([F:35])([C:27]([F:32])([F:33])[C:28]([F:29])([F:31])[F:30])[CH2:25][C:8]([CH2:7][C:6]1[CH:5]=[CH:4][C:3]([C:2]([F:15])([F:16])[F:1])=[CH:14][CH:13]=1)([C:11]#[N:12])[C:9]#[N:10], predict the reactants needed to synthesize it. The reactants are: [F:1][C:2]([F:16])([F:15])[C:3]1[CH:14]=[CH:13][C:6]([CH2:7][CH:8]([C:11]#[N:12])[C:9]#[N:10])=[CH:5][CH:4]=1.[H-].[Na+].FC(F)(F)S(O[CH2:25][C:26]([F:35])([F:34])[C:27]([F:33])([F:32])[C:28]([F:31])([F:30])[F:29])(=O)=O. (3) Given the product [CH3:37][O:36][C:34]([C:10]1([C:14]2[CH:19]=[CH:18][C:17]([O:20][CH3:21])=[CH:16][C:15]=2[O:22][CH3:23])[CH2:11][CH2:12][CH2:13][N:8]([CH2:1][C:2]2[CH:7]=[CH:6][CH:5]=[CH:4][CH:3]=2)[C:9]1=[O:24])=[O:35], predict the reactants needed to synthesize it. The reactants are: [CH2:1]([N:8]1[CH2:13][CH2:12][CH2:11][CH:10]([C:14]2[CH:19]=[CH:18][C:17]([O:20][CH3:21])=[CH:16][C:15]=2[O:22][CH3:23])[C:9]1=[O:24])[C:2]1[CH:7]=[CH:6][CH:5]=[CH:4][CH:3]=1.C([N-]C(C)C)(C)C.[Li+].Cl[C:34]([O:36][CH3:37])=[O:35]. (4) Given the product [C:27]([O:26][C:25]([NH:24][CH2:23][C:22]1[CH:32]=[CH:33][C:19]([F:18])=[CH:20][C:21]=1[O:34][CH2:35][CH2:36][CH2:37][CH2:38][S:39]([N:40]([C:2]1[N:11]=[C:10]([C:12]([O:14][CH3:15])=[O:13])[C:9]([O:16][CH3:17])=[C:8]2[C:3]=1[CH:4]=[CH:5][CH:6]=[N:7]2)[CH3:41])(=[O:43])=[O:42])=[O:31])([CH3:30])([CH3:28])[CH3:29], predict the reactants needed to synthesize it. The reactants are: Br[C:2]1[N:11]=[C:10]([C:12]([O:14][CH3:15])=[O:13])[C:9]([O:16][CH3:17])=[C:8]2[C:3]=1[CH:4]=[CH:5][CH:6]=[N:7]2.[F:18][C:19]1[CH:33]=[CH:32][C:22]([CH2:23][NH:24][C:25](=[O:31])[O:26][C:27]([CH3:30])([CH3:29])[CH3:28])=[C:21]([O:34][CH2:35][CH2:36][CH2:37][CH2:38][S:39](=[O:43])(=[O:42])[NH:40][CH3:41])[CH:20]=1.N1C=CC=CC=1C1C=CC=CN=1. (5) Given the product [C:16]([NH:19][C:9](=[O:10])[O:11][C:12]([CH3:13])([CH3:14])[CH3:15])#[C:17][CH3:18], predict the reactants needed to synthesize it. The reactants are: [C:12]([O:11][C:9](O[C:9]([O:11][C:12]([CH3:15])([CH3:14])[CH3:13])=[O:10])=[O:10])([CH3:15])([CH3:14])[CH3:13].[CH2:16]([NH2:19])[C:17]#[CH:18].O.